From a dataset of Full USPTO retrosynthesis dataset with 1.9M reactions from patents (1976-2016). Predict the reactants needed to synthesize the given product. (1) Given the product [CH3:32][O:31][C:5]1[CH:4]=[N:3][C:2]([N:37]2[CH:38]=[CH:39][C:35]([C:34]([F:41])([F:40])[F:33])=[N:36]2)=[C:7]2[NH:8][CH:9]=[C:10]([C:11](=[O:30])[C:12]([N:14]3[CH2:23][CH2:22][C:21]4[C:16](=[CH:17][CH:18]=[CH:19][C:20]=4[C:24]4[CH:29]=[CH:28][CH:27]=[CH:26][N:25]=4)[CH2:15]3)=[O:13])[C:6]=12, predict the reactants needed to synthesize it. The reactants are: Br[C:2]1[N:3]=[CH:4][C:5]([O:31][CH3:32])=[C:6]2[C:10]([C:11](=[O:30])[C:12]([N:14]3[CH2:23][CH2:22][C:21]4[C:16](=[CH:17][CH:18]=[CH:19][C:20]=4[C:24]4[CH:29]=[CH:28][CH:27]=[CH:26][N:25]=4)[CH2:15]3)=[O:13])=[CH:9][NH:8][C:7]=12.[F:33][C:34]([F:41])([F:40])[C:35]1[CH:39]=[CH:38][NH:37][N:36]=1.CN[C@@H]1CCCC[C@@H]1NC.C(=O)([O-])[O-].[K+].[K+]. (2) Given the product [Cl:11][C:8]1[CH:9]=[CH:10][C:5]2[N:6]([C:2]([C:19]3[CH:18]=[CH:17][N:16]=[N:15][C:14]=3[O:13][CH3:12])=[CH:3][N:4]=2)[N:7]=1, predict the reactants needed to synthesize it. The reactants are: Br[C:2]1[N:6]2[N:7]=[C:8]([Cl:11])[CH:9]=[CH:10][C:5]2=[N:4][CH:3]=1.[CH3:12][O:13][C:14]1[N:15]=[N:16][CH:17]=[CH:18][C:19]=1[Sn](CCCC)(CCCC)CCCC. (3) Given the product [Cl:10][C:11]1[CH:25]=[C:24]2[C:14]([C:15]([OH:32])=[C:16]([C:27]([NH:41][CH2:40][C:39]([O:38][C:34]([CH3:37])([CH3:36])[CH3:35])=[O:42])=[O:28])[C:17](=[O:26])[C:18]32[CH2:23][CH2:22][O:21][CH2:20][CH2:19]3)=[CH:13][CH:12]=1, predict the reactants needed to synthesize it. The reactants are: CCN(C(C)C)C(C)C.[Cl:10][C:11]1[CH:25]=[C:24]2[C:14]([C:15]([OH:32])=[C:16]([C:27](OCC)=[O:28])[C:17](=[O:26])[C:18]32[CH2:23][CH2:22][O:21][CH2:20][CH2:19]3)=[CH:13][CH:12]=1.Cl.[C:34]([O:38][C:39](=[O:42])[CH2:40][NH2:41])([CH3:37])([CH3:36])[CH3:35]. (4) The reactants are: [Br:1][C:2]1[N:3]([CH2:15][C:16]2[CH:21]=[CH:20][C:19]([O:22][CH3:23])=[CH:18][CH:17]=2)[C:4]([C:11]([O:13][CH3:14])=[O:12])=[C:5]([C:7](OC)=[O:8])[N:6]=1.CCCCCC.CCOC(C)=O. Given the product [Br:1][C:2]1[N:3]([CH2:15][C:16]2[CH:17]=[CH:18][C:19]([O:22][CH3:23])=[CH:20][CH:21]=2)[C:4]([C:11]([O:13][CH3:14])=[O:12])=[C:5]([CH:7]=[O:8])[N:6]=1, predict the reactants needed to synthesize it. (5) The reactants are: [S:1]1[C:5]2[CH:6]=[CH:7][CH:8]=[CH:9][C:4]=2[N:3]=[C:2]1[C:10]1[C:14]([C:15]([NH:17][C:18]([CH3:22])([CH3:21])[CH2:19][OH:20])=[O:16])=[CH:13][N:12](COCC[Si](C)(C)C)[N:11]=1.FC(F)(F)C(O)=O. Given the product [S:1]1[C:5]2[CH:6]=[CH:7][CH:8]=[CH:9][C:4]=2[N:3]=[C:2]1[C:10]1[C:14]([C:15]([NH:17][C:18]([CH3:22])([CH3:21])[CH2:19][OH:20])=[O:16])=[CH:13][NH:12][N:11]=1, predict the reactants needed to synthesize it. (6) Given the product [NH2:1][C:2]1[C:7]([C:8]#[C:9][C:10]2[CH:11]=[C:12]([OH:16])[CH:13]=[CH:14][CH:15]=2)=[N:6][C:5]([C:17]2[CH:22]=[CH:21][C:20]([S:23]([CH:26]3[CH2:31][CH2:30][NH:29][CH2:28][CH2:27]3)(=[O:24])=[O:25])=[CH:19][CH:18]=2)=[CH:4][N:3]=1, predict the reactants needed to synthesize it. The reactants are: [NH2:1][C:2]1[N:3]=[CH:4][C:5]([C:17]2[CH:22]=[CH:21][C:20]([S:23]([CH:26]3[CH2:31][CH2:30][N:29](C(OC(C)(C)C)=O)[CH2:28][CH2:27]3)(=[O:25])=[O:24])=[CH:19][CH:18]=2)=[N:6][C:7]=1[C:8]#[C:9][C:10]1[CH:15]=[CH:14][CH:13]=[C:12]([OH:16])[CH:11]=1.C(O)(C(F)(F)F)=O. (7) Given the product [CH2:4]1[C:5]2=[CH:6][C:7]3[CH:12]=[CH:11][CH:10]=[N:9][C:8]=3[N:13]2[CH2:2][CH2:3]1, predict the reactants needed to synthesize it. The reactants are: Cl[CH2:2][CH2:3][CH2:4][C:5]1[NH:13][C:8]2=[N:9][CH:10]=[CH:11][CH:12]=[C:7]2[CH:6]=1.[I-].[K+].[H-].[Na+].C(=O)([O-])O.[Na+].